This data is from Full USPTO retrosynthesis dataset with 1.9M reactions from patents (1976-2016). The task is: Predict the reactants needed to synthesize the given product. Given the product [OH:14][C:4]1[CH:3]=[C:2]([C:22]#[N:23])[CH:7]=[C:6]([C:8]2[CH:13]=[CH:12][CH:11]=[CH:10][CH:9]=2)[CH:5]=1, predict the reactants needed to synthesize it. The reactants are: Br[C:2]1[CH:3]=[C:4]([OH:14])[CH:5]=[C:6]([C:8]2[CH:13]=[CH:12][CH:11]=[CH:10][CH:9]=2)[CH:7]=1.CCCCCCC.[CH3:22][N:23](C=O)C.